The task is: Binary Classification. Given a drug SMILES string, predict its activity (active/inactive) in a high-throughput screening assay against a specified biological target.. This data is from M1 muscarinic receptor antagonist screen with 61,756 compounds. (1) The compound is Clc1c(CNS(=O)(=O)c2ccc(cc2)c2oc(SCC(=O)N(CC)CC)nn2)cccc1. The result is 0 (inactive). (2) The compound is s1c2n(c(c1)C)c(=O)c(C(=O)Nc1ccc(CC)cc1)cn2. The result is 0 (inactive). (3) The molecule is O=C1N(C2N(C(=O)N(C(N1C)C2)C)C)C. The result is 0 (inactive). (4) The result is 0 (inactive). The molecule is S(Cc1c(OC)cccc1)c1n(nnn1)c1ccc(cc1)C(OC)=O. (5) The compound is O=C(NCC1N(CCc2c1cccc2)C(=O)CN1CCOCC1)C1CCCCC1. The result is 0 (inactive). (6) The drug is O=C1N(C(=O)C2C1C1CC2C=C1)c1c2nccc(c2ccc1)C. The result is 0 (inactive).